Dataset: Full USPTO retrosynthesis dataset with 1.9M reactions from patents (1976-2016). Task: Predict the reactants needed to synthesize the given product. (1) Given the product [P:18]([CH2:3][O:4][C@H:5]([CH3:17])[CH2:6][N:7]1[CH:15]=[N:14][C:13]2[C:8]1=[N:9][CH:10]=[N:11][C:12]=2[NH2:16])([OH:20])([OH:21])=[O:19], predict the reactants needed to synthesize it. The reactants are: C([C:3](CC)([P:18]([OH:21])([OH:20])=[O:19])[O:4][C@H:5]([CH3:17])[CH2:6][N:7]1[CH:15]=[N:14][C:13]2[C:8]1=[N:9][CH:10]=[N:11][C:12]=2[NH2:16])C.Br. (2) Given the product [NH2:8][CH2:9][CH2:10][CH2:11][C:12]1[C:17]([C@H:18]2[CH2:22][CH2:21][CH2:20][N:19]2[C:23]2[CH:28]=[CH:27][N:26]3[N:29]=[CH:30][C:31]([C:32]([O:34][CH2:35][CH3:36])=[O:33])=[C:25]3[N:24]=2)=[CH:16][C:15]([F:37])=[CH:14][N:13]=1, predict the reactants needed to synthesize it. The reactants are: C(OC([NH:8][CH2:9][C:10]#[C:11][C:12]1[C:17]([C@H:18]2[CH2:22][CH2:21][CH2:20][N:19]2[C:23]2[CH:28]=[CH:27][N:26]3[N:29]=[CH:30][C:31]([C:32]([O:34][CH2:35][CH3:36])=[O:33])=[C:25]3[N:24]=2)=[CH:16][C:15]([F:37])=[CH:14][N:13]=1)=O)(C)(C)C. (3) Given the product [ClH:16].[CH2:17]([C:13]1[C:14]([Cl:16])=[CH:15][C:8]2[C@H:7]([CH3:24])[CH2:6][NH:5][CH2:11][CH2:10][C:9]=2[CH:12]=1)[C:18]1[CH:19]=[CH:20][CH:21]=[CH:22][CH:23]=1, predict the reactants needed to synthesize it. The reactants are: FC(F)(F)C([N:5]1[CH2:11][CH2:10][C:9]2[CH:12]=[C:13]([CH2:17][C:18]3[CH:23]=[CH:22][CH:21]=[CH:20][CH:19]=3)[C:14]([Cl:16])=[CH:15][C:8]=2[C@H:7]([CH3:24])[CH2:6]1)=O.[OH-].[Na+]. (4) Given the product [Cl:27][C:26]([Cl:29])([Cl:28])[CH2:25][O:24][C:22](=[O:23])[NH:1][C:2]1[N:6]([C:7]2[CH:12]=[CH:11][CH:10]=[C:9]([CH2:13][OH:14])[CH:8]=2)[N:5]=[C:4]([C:15]([CH3:18])([CH3:17])[CH3:16])[CH:3]=1, predict the reactants needed to synthesize it. The reactants are: [NH2:1][C:2]1[N:6]([C:7]2[CH:8]=[C:9]([CH2:13][OH:14])[CH:10]=[CH:11][CH:12]=2)[N:5]=[C:4]([C:15]([CH3:18])([CH3:17])[CH3:16])[CH:3]=1.[OH-].[Na+].Cl[C:22]([O:24][CH2:25][C:26]([Cl:29])([Cl:28])[Cl:27])=[O:23]. (5) Given the product [O:14]1[CH2:19][CH2:18][O:17][C:16]2[CH:20]=[C:21]([C:24]3[NH:13][C:12]4[N:11]([N:10]=[CH:9][C:8]=4[C:4]4[CH:5]=[CH:6][CH:7]=[C:2]([F:1])[CH:3]=4)[C:26](=[O:27])[CH:25]=3)[CH:22]=[CH:23][C:15]1=2, predict the reactants needed to synthesize it. The reactants are: [F:1][C:2]1[CH:3]=[C:4]([C:8]2[CH:9]=[N:10][NH:11][C:12]=2[NH2:13])[CH:5]=[CH:6][CH:7]=1.[O:14]1[CH2:19][CH2:18][O:17][C:16]2[CH:20]=[C:21]([C:24](=O)[CH2:25][C:26](OCC)=[O:27])[CH:22]=[CH:23][C:15]1=2.